Dataset: Full USPTO retrosynthesis dataset with 1.9M reactions from patents (1976-2016). Task: Predict the reactants needed to synthesize the given product. (1) Given the product [CH3:19][CH:18]([CH3:20])[CH2:17][C@H:14]([NH:13][CH:8]([C:5]1[CH:6]=[CH:7][C:2]([C:28]2[CH:29]=[CH:30][C:25]([S:22]([CH3:21])(=[O:24])=[O:23])=[CH:26][CH:27]=2)=[CH:3][CH:4]=1)[C:9]([F:12])([F:11])[F:10])[CH2:15][OH:16], predict the reactants needed to synthesize it. The reactants are: Br[C:2]1[CH:7]=[CH:6][C:5]([CH:8]([NH:13][C@@H:14]([CH2:17][CH:18]([CH3:20])[CH3:19])[CH2:15][OH:16])[C:9]([F:12])([F:11])[F:10])=[CH:4][CH:3]=1.[CH3:21][S:22]([C:25]1[CH:30]=[CH:29][C:28](B(O)O)=[CH:27][CH:26]=1)(=[O:24])=[O:23].C(=O)([O-])[O-].[Na+].[Na+]. (2) Given the product [CH2:15]([N:11]1[CH2:12][CH2:13][CH2:14][C@H:10]1[C:9]([OH:19])=[O:8])[CH:16]1[O:18][CH2:17]1, predict the reactants needed to synthesize it. The reactants are: C([O:8][C:9](=[O:19])[C@@H:10]1[CH2:14][CH2:13][CH2:12][N:11]1[CH2:15][CH:16]1[O:18][CH2:17]1)C1C=CC=CC=1.[Li+].[OH-].O. (3) Given the product [Cl:1][C:2]1[CH:7]=[C:6]2[NH:8][C:9](=[O:39])[C:10]3([CH:15]([C:16]4[CH:21]=[C:20]([Cl:22])[CH:19]=[CH:18][C:17]=4[O:23][C:24]([CH3:26])([CH3:25])[C:27]([NH:58][S:55]([CH:52]4[CH2:54][CH2:53]4)(=[O:57])=[O:56])=[O:29])[CH2:14][C:13](=[O:30])[NH:12][CH:11]3[C:31]3[CH:36]=[C:35]([F:37])[CH:34]=[CH:33][C:32]=3[CH3:38])[C:5]2=[CH:4][CH:3]=1, predict the reactants needed to synthesize it. The reactants are: [Cl:1][C:2]1[CH:7]=[C:6]2[NH:8][C:9](=[O:39])[C:10]3([CH:15]([C:16]4[CH:21]=[C:20]([Cl:22])[CH:19]=[CH:18][C:17]=4[O:23][C:24]([C:27]([OH:29])=O)([CH3:26])[CH3:25])[CH2:14][C:13](=[O:30])[NH:12][CH:11]3[C:31]3[CH:36]=[C:35]([F:37])[CH:34]=[CH:33][C:32]=3[CH3:38])[C:5]2=[CH:4][CH:3]=1.C1N=CN(C(N2C=NC=C2)=O)C=1.[CH:52]1([S:55]([NH2:58])(=[O:57])=[O:56])[CH2:54][CH2:53]1.[H-].[Na+].Cl. (4) Given the product [CH:1]([NH:10][C:4]1([CH3:11])[CH2:5][CH2:6][CH2:7][CH:8]([NH:9][CH:4]([CH3:11])[CH3:5])[C:3]1([CH2:1][CH3:2])[CH2:12][CH3:13])([CH3:3])[CH3:2], predict the reactants needed to synthesize it. The reactants are: [CH2:1]([C:3]1([CH2:12][CH3:13])[CH:8]([NH2:9])[CH2:7][CH2:6][CH2:5][C:4]1([CH3:11])[NH2:10])[CH3:2]. (5) Given the product [CH3:1][S:2][C:3]1[N:8]=[C:7]([O:9][C:10]2[CH:15]=[CH:14][C:13]([NH2:16])=[CH:12][CH:11]=2)[CH:6]=[CH:5][N:4]=1, predict the reactants needed to synthesize it. The reactants are: [CH3:1][S:2][C:3]1[N:8]=[C:7]([O:9][C:10]2[CH:15]=[CH:14][C:13]([N+:16]([O-])=O)=[CH:12][CH:11]=2)[CH:6]=[CH:5][N:4]=1.C(O)C.[H][H]. (6) Given the product [CH3:20][O:21][C:22]([C:24]1([CH2:30][CH2:31][NH:8][C:7]2[C:2]([CH3:1])=[N:3][C:4]([N:9]3[CH2:13][CH2:12][C@H:11]([N:14]4[CH2:18][CH2:17][CH2:16][C@@H:15]4[CH3:19])[CH2:10]3)=[CH:5][CH:6]=2)[CH2:25][CH2:26][O:27][CH2:28][CH2:29]1)=[O:23], predict the reactants needed to synthesize it. The reactants are: [CH3:1][C:2]1[C:7]([NH2:8])=[CH:6][CH:5]=[C:4]([N:9]2[CH2:13][CH2:12][C@H:11]([N:14]3[CH2:18][CH2:17][CH2:16][C@@H:15]3[CH3:19])[CH2:10]2)[N:3]=1.[CH3:20][O:21][C:22]([C:24]1([CH2:30][CH:31]=O)[CH2:29][CH2:28][O:27][CH2:26][CH2:25]1)=[O:23].C(O)(=O)C.[BH-](OC(C)=O)(OC(C)=O)OC(C)=O.[Na+]. (7) The reactants are: [NH2:1][C@@H:2]1[CH2:7][CH2:6][C@H:5]([NH:8][C:9]2[CH:14]=[C:13]([N:15]([CH3:17])[CH3:16])[N:12]=[C:11]([CH3:18])[N:10]=2)[CH2:4][CH2:3]1.[Cl:19][C:20]1[CH:21]=[C:22]([N:27]=[C:28]=[S:29])[CH:23]=[CH:24][C:25]=1[F:26].O. Given the product [ClH:19].[Cl:19][C:20]1[CH:21]=[C:22]([NH:27][C:28]([NH:1][C@H:2]2[CH2:3][CH2:4][C@@H:5]([NH:8][C:9]3[CH:14]=[C:13]([N:15]([CH3:17])[CH3:16])[N:12]=[C:11]([CH3:18])[N:10]=3)[CH2:6][CH2:7]2)=[S:29])[CH:23]=[CH:24][C:25]=1[F:26], predict the reactants needed to synthesize it.